Dataset: Full USPTO retrosynthesis dataset with 1.9M reactions from patents (1976-2016). Task: Predict the reactants needed to synthesize the given product. (1) Given the product [Cl:15][C:9]1[CH:10]=[CH:11][CH:12]=[C:13]([CH3:14])[C:8]=1[C:6]([NH:5][C@H:4]([C:3]([OH:31])=[O:2])[CH2:16][C:17]1[CH:22]=[CH:21][C:20]([C:23]2[C:24](=[O:30])[N:25]([CH3:29])[CH:26]=[CH:27][CH:28]=2)=[CH:19][CH:18]=1)=[O:7], predict the reactants needed to synthesize it. The reactants are: C[O:2][C:3](=[O:31])[C@H:4]([CH2:16][C:17]1[CH:22]=[CH:21][C:20]([C:23]2[C:24](=[O:30])[N:25]([CH3:29])[CH:26]=[CH:27][CH:28]=2)=[CH:19][CH:18]=1)[NH:5][C:6]([C:8]1[C:13]([CH3:14])=[CH:12][CH:11]=[CH:10][C:9]=1[Cl:15])=[O:7].[OH-].[Na+]. (2) Given the product [N:20]1[CH:25]=[CH:24][CH:23]=[CH:22][C:21]=1[C:26]1[CH:31]=[CH:30][C:29]([NH:32][C:15]([C:10]2[C:9]([C:6]3[CH:7]=[CH:8][C:3]([C:2]([F:19])([F:18])[F:1])=[CH:4][CH:5]=3)=[CH:14][CH:13]=[CH:12][CH:11]=2)=[O:16])=[CH:28][CH:27]=1, predict the reactants needed to synthesize it. The reactants are: [F:1][C:2]([F:19])([F:18])[C:3]1[CH:8]=[CH:7][C:6]([C:9]2[C:10]([C:15](Cl)=[O:16])=[CH:11][CH:12]=[CH:13][CH:14]=2)=[CH:5][CH:4]=1.[N:20]1[CH:25]=[CH:24][CH:23]=[CH:22][C:21]=1[C:26]1[CH:31]=[CH:30][C:29]([NH2:32])=[CH:28][CH:27]=1.C(N(CC)CC)C.C(OCC)(=O)C. (3) Given the product [Cl:21][C:10]1[N:9]=[C:8]([C:5]2[CH:6]=[CH:7][C:2]([Cl:1])=[CH:3][CH:4]=2)[CH:13]=[C:12]([C:14]([F:17])([F:16])[F:15])[N:11]=1, predict the reactants needed to synthesize it. The reactants are: [Cl:1][C:2]1[CH:7]=[CH:6][C:5]([C:8]2[CH:13]=[C:12]([C:14]([F:17])([F:16])[F:15])[NH:11][C:10](=O)[N:9]=2)=[CH:4][CH:3]=1.P(Cl)(Cl)([Cl:21])=O. (4) Given the product [CH3:28][C:24]1([CH3:29])[CH2:23][CH2:22][C:21]([CH3:31])([CH3:30])[C:20]2[CH:19]=[C:18]([C:16]3[N:17]=[C:13]([N:10]4[CH2:11][CH2:12][N:7]([CH:4]5[CH2:5][CH2:6][N:1]([CH2:39][CH2:38][OH:37])[CH2:2][CH2:3]5)[CH2:8][CH2:9]4)[S:14][CH:15]=3)[CH:27]=[CH:26][C:25]1=2, predict the reactants needed to synthesize it. The reactants are: [NH:1]1[CH2:6][CH2:5][CH:4]([N:7]2[CH2:12][CH2:11][N:10]([C:13]3[S:14][CH:15]=[C:16]([C:18]4[CH:27]=[CH:26][C:25]5[C:24]([CH3:29])([CH3:28])[CH2:23][CH2:22][C:21]([CH3:31])([CH3:30])[C:20]=5[CH:19]=4)[N:17]=3)[CH2:9][CH2:8]2)[CH2:3][CH2:2]1.C([Si](C)(C)[O:37][CH2:38][CH:39]=O)(C)(C)C.Cl. (5) Given the product [CH3:16][O:8][C:7](=[O:9])[C:6]1[CH:10]=[C:2]([Br:1])[CH:3]=[N:4][CH:5]=1, predict the reactants needed to synthesize it. The reactants are: [Br:1][C:2]1[CH:3]=[N:4][CH:5]=[C:6]([CH:10]=1)[C:7]([OH:9])=[O:8].OS(O)(=O)=O.[C:16]([O-])(O)=O.[Na+].